This data is from Forward reaction prediction with 1.9M reactions from USPTO patents (1976-2016). The task is: Predict the product of the given reaction. (1) Given the reactants Cl[C:2]1[C:11]2=[N:12][N:13](CC3C=CC(OC)=CC=3)[CH:14]=[C:10]2[C:9]2[CH:8]=[C:7]([O:24][CH3:25])[CH:6]=[CH:5][C:4]=2[N:3]=1.[NH2:26][C:27]1[CH:28]=[C:29]([S:33]([NH2:36])(=[O:35])=[O:34])[CH:30]=[CH:31][CH:32]=1.Cl, predict the reaction product. The product is: [CH3:25][O:24][C:7]1[CH:6]=[CH:5][C:4]2[N:3]=[C:2]([NH:26][C:27]3[CH:28]=[C:29]([S:33]([NH2:36])(=[O:34])=[O:35])[CH:30]=[CH:31][CH:32]=3)[C:11]3=[N:12][NH:13][CH:14]=[C:10]3[C:9]=2[CH:8]=1. (2) Given the reactants S(OC)(O[CH3:5])(=O)=O.[I:8][C:9]1[CH:10]=[C:11]([N:15]2[C:23](=[O:24])[C:22]3[C@@H:21]4[C:25]([CH3:27])([CH3:26])[C@@:18]([CH3:28])([CH2:19][CH2:20]4)[C:17]=3[NH:16]2)[CH:12]=[CH:13][CH:14]=1, predict the reaction product. The product is: [I:8][C:9]1[CH:10]=[C:11]([N:15]2[C:23](=[O:24])[C:22]3[C@@H:21]4[C:25]([CH3:27])([CH3:26])[C@@:18]([CH3:28])([CH2:19][CH2:20]4)[C:17]=3[N:16]2[CH3:5])[CH:12]=[CH:13][CH:14]=1. (3) Given the reactants C(O[N:6]([CH2:12][C:13]1[CH:18]=[CH:17][C:16]([O:19][CH2:20][CH2:21][CH2:22][F:23])=[C:15]([Br:24])[CH:14]=1)[C:7]([N:9]=C=O)=[NH:8])(C)(C)C.[ClH:25], predict the reaction product. The product is: [ClH:25].[Br:24][C:15]1[CH:14]=[C:13]([CH:18]=[CH:17][C:16]=1[O:19][CH2:20][CH2:21][CH2:22][F:23])[CH2:12][NH:6][C:7]([NH2:9])=[NH:8]. (4) The product is: [Br:1][C:2]1[CH:3]=[CH:4][C:5]([O:9][CH:10]([C:17]2[CH:22]=[CH:21][CH:20]=[CH:19][C:18]=2[Cl:23])[CH2:11][CH2:12][C:13]([F:15])([F:16])[F:14])=[C:6]([NH:7][C:25]([NH:24][C:27]2[CH:32]=[CH:31][C:30]([CH3:33])=[CH:29][CH:28]=2)=[O:26])[CH:8]=1. Given the reactants [Br:1][C:2]1[CH:3]=[CH:4][C:5]([O:9][CH:10]([C:17]2[CH:22]=[CH:21][CH:20]=[CH:19][C:18]=2[Cl:23])[CH2:11][CH2:12][C:13]([F:16])([F:15])[F:14])=[C:6]([CH:8]=1)[NH2:7].[N:24]([C:27]1[CH:32]=[CH:31][C:30]([CH3:33])=[CH:29][CH:28]=1)=[C:25]=[O:26], predict the reaction product. (5) Given the reactants [F:1]C1C=CC(N)=C([N+]([O-])=O)C=1.[N:12]1[CH:17]=[CH:16][CH:15]=[CH:14][C:13]=1[N:18]1[C:22]2[CH:23]=[CH:24][C:25](C(F)(F)F)=[CH:26][C:21]=2[N:20]=[C:19]1/[CH:31]=[CH:32]/[C:33]1[CH:38]=[CH:37][CH:36]=[CH:35][CH:34]=1, predict the reaction product. The product is: [F:1][C:25]1[CH:24]=[CH:23][C:22]2[N:18]([C:13]3[CH:14]=[CH:15][CH:16]=[CH:17][N:12]=3)[C:19](/[CH:31]=[CH:32]/[C:33]3[CH:38]=[CH:37][CH:36]=[CH:35][CH:34]=3)=[N:20][C:21]=2[CH:26]=1. (6) Given the reactants C(OC(N[N:9]([CH2:31][C:32]1[S:36][C:35]2[CH:37]=[CH:38][CH:39]=[CH:40][C:34]=2[CH:33]=1)[C:10]([C:12]1[C:21](=[O:22])[C:20]2[C:15](=[CH:16][C:17]([Cl:23])=[CH:18][CH:19]=2)[NH:14][C:13]=1[C:24]([N:26]1CCCC1)=[O:25])=[O:11])=O)(C)(C)C.CS(O)(=O)=O, predict the reaction product. The product is: [Cl:23][C:17]1[CH:18]=[CH:19][C:20]2[C:21](=[O:22])[C:12]3[C:10](=[O:11])[N:9]([CH2:31][C:32]4[S:36][C:35]5[CH:37]=[CH:38][CH:39]=[CH:40][C:34]=5[CH:33]=4)[N:26]=[C:24]([OH:25])[C:13]=3[NH:14][C:15]=2[CH:16]=1. (7) Given the reactants [OH:1][C:2]1[CH:3]=[C:4]([CH:7]=[CH:8][CH:9]=1)[CH:5]=[O:6].C(=O)([O-])[O-].[K+].[K+].[CH3:16][O:17][CH2:18]Cl, predict the reaction product. The product is: [CH3:16][O:17][CH2:18][O:1][C:2]1[CH:3]=[C:4]([CH:7]=[CH:8][CH:9]=1)[CH:5]=[O:6].